This data is from Forward reaction prediction with 1.9M reactions from USPTO patents (1976-2016). The task is: Predict the product of the given reaction. (1) Given the reactants [N:1]1[CH:6]=[CH:5][C:4]([C:7]2[S:11][CH:10]=[C:9]([NH2:12])[CH:8]=2)=[CH:3][CH:2]=1.[CH2:13](Cl)[CH2:14][CH2:15][C:16]1[CH:21]=[CH:20][CH:19]=[CH:18][CH:17]=1.N1C=CC=CC=1.CN(C=[O:33])C.C1COCC1, predict the reaction product. The product is: [C:16]1([CH2:15][CH2:14][C:13]([NH:12][C:9]2[CH:8]=[C:7]([C:4]3[CH:5]=[CH:6][N:1]=[CH:2][CH:3]=3)[S:11][CH:10]=2)=[O:33])[CH:21]=[CH:20][CH:19]=[CH:18][CH:17]=1. (2) Given the reactants CC1(C)[O:6][C@@H:5]([CH2:7][O:8][NH:9][C:10]([C:12]2[O:20][C:19]3[C:18]([Br:21])=[CH:17][N:16]=[CH:15][C:14]=3[C:13]=2[NH:22][C:23]2[CH:28]=[CH:27][C:26]([I:29])=[CH:25][C:24]=2[F:30])=[O:11])[CH2:4][O:3]1.Cl, predict the reaction product. The product is: [OH:6][C@H:5]([CH2:4][OH:3])[CH2:7][O:8][NH:9][C:10]([C:12]1[O:20][C:19]2[C:18]([Br:21])=[CH:17][N:16]=[CH:15][C:14]=2[C:13]=1[NH:22][C:23]1[CH:28]=[CH:27][C:26]([I:29])=[CH:25][C:24]=1[F:30])=[O:11]. (3) Given the reactants [CH3:1][C:2]1[N:7]=[CH:6][C:5]([CH:8]=[O:9])=[CH:4][N:3]=1.[N+:10]([CH3:13])([O-:12])=[O:11].C(O[K])(C)(C)C, predict the reaction product. The product is: [CH3:1][C:2]1[N:7]=[CH:6][C:5]([CH:8]([OH:9])[CH2:13][N+:10]([O-:12])=[O:11])=[CH:4][N:3]=1.